This data is from Reaction yield outcomes from USPTO patents with 853,638 reactions. The task is: Predict the reaction yield, written as a fraction of the theoretical maximum amount of product (1.0 means a 100% yield; for example, 0.34 means a 34% yield). (1) The reactants are [N:1]1[N:5]2[CH:6]=[CH:7][C:8]([OH:10])=[CH:9][C:4]2=[CH:3][CH:2]=1.[F:11][C:12]([F:25])([F:24])[S:13](O[S:13]([C:12]([F:25])([F:24])[F:11])(=[O:15])=[O:14])(=[O:15])=[O:14]. The catalyst is N1C=CC=CC=1. The product is [N:1]1[N:5]2[CH:6]=[CH:7][C:8]([O:10][S:13]([C:12]([F:25])([F:24])[F:11])(=[O:15])=[O:14])=[CH:9][C:4]2=[CH:3][CH:2]=1. The yield is 0.340. (2) The reactants are [NH2:1][C:2]1[C:7]([F:8])=[C:6]([CH:9]=[CH2:10])[N:5]=[C:4]([C:11]([O:13]C)=[O:12])[C:3]=1[O:15][CH3:16].O.[OH-].[Li+]. The catalyst is C1COCC1.CO.O. The product is [NH2:1][C:2]1[C:7]([F:8])=[C:6]([CH:9]=[CH2:10])[N:5]=[C:4]([C:11]([OH:13])=[O:12])[C:3]=1[O:15][CH3:16]. The yield is 0.602. (3) The reactants are [CH2:1]([O:8][C:9]1[C:10]([NH:16][C:17]2[S:18][C:19]3[C:24]([N:25]=2)=[CH:23][C:22]([C:26]([O:28]C)=[O:27])=[CH:21][N:20]=3)=[N:11][CH:12]=[C:13]([Br:15])[CH:14]=1)[C:2]1[CH:7]=[CH:6][CH:5]=[CH:4][CH:3]=1.[OH-].[Na+]. The catalyst is CCO. The product is [CH2:1]([O:8][C:9]1[C:10]([NH:16][C:17]2[S:18][C:19]3[C:24]([N:25]=2)=[CH:23][C:22]([C:26]([OH:28])=[O:27])=[CH:21][N:20]=3)=[N:11][CH:12]=[C:13]([Br:15])[CH:14]=1)[C:2]1[CH:7]=[CH:6][CH:5]=[CH:4][CH:3]=1. The yield is 1.03. (4) The reactants are Br.[NH2:2][C:3]1[C:4]([OH:18])=[C:5]([C:10]2[O:14][C:13]([C:15]([OH:17])=[O:16])=[CH:12][CH:11]=2)[CH:6]=[C:7]([CH3:9])[CH:8]=1.[N:19]([O-])=O.[Na+].[CH2:23]1[C:31]2[C:26](=[CH:27][C:28]([N:32]3[C:36](=[O:37])[CH2:35][C:34]([CH3:38])=[N:33]3)=[CH:29][CH:30]=2)[CH2:25][CH2:24]1.C(=O)(O)[O-].[Na+]. The catalyst is Cl.C(O)C. The product is [OH:18][C:4]1[C:3]([NH:2][N:19]=[C:35]2[C:36](=[O:37])[N:32]([C:28]3[CH:27]=[C:26]4[C:31](=[CH:30][CH:29]=3)[CH2:23][CH2:24][CH2:25]4)[N:33]=[C:34]2[CH3:38])=[CH:8][C:7]([CH3:9])=[CH:6][C:5]=1[C:10]1[O:14][C:13]([C:15]([OH:17])=[O:16])=[CH:12][CH:11]=1. The yield is 0.592. (5) The reactants are [NH2:1][CH:2]([CH2:32][C:33]1[CH:38]=[CH:37][C:36]([F:39])=[CH:35][CH:34]=1)[C:3]([N:5]1[CH2:10][CH2:9][N:8]([CH:11]([CH2:16][C:17]2[CH:26]=[CH:25][C:24]3[C:19](=[CH:20][CH:21]=[CH:22][CH:23]=3)[CH:18]=2)[C:12]([NH:14][CH3:15])=[O:13])[C:7](=[O:27])[CH:6]1[CH2:28][CH:29]1[CH2:31][CH2:30]1)=[O:4].[C:40]([O:44][C:45]([NH:47][C:48]([CH3:53])([CH3:52])[C:49](O)=[O:50])=[O:46])([CH3:43])([CH3:42])[CH3:41].ON1C2C=CC=CC=2N=N1.CN1CCOCC1.CN(C)CCCN=C=NCC. The catalyst is CN(C=O)C. The product is [C:40]([O:44][C:45](=[O:46])[NH:47][C:48]([C:49](=[O:50])[NH:1][CH:2]([CH2:32][C:33]1[CH:38]=[CH:37][C:36]([F:39])=[CH:35][CH:34]=1)[C:3]([N:5]1[CH2:10][CH2:9][N:8]([CH:11]([C:12](=[O:13])[NH:14][CH3:15])[CH2:16][C:17]2[CH:26]=[CH:25][C:24]3[C:19](=[CH:20][CH:21]=[CH:22][CH:23]=3)[CH:18]=2)[C:7](=[O:27])[CH:6]1[CH2:28][CH:29]1[CH2:31][CH2:30]1)=[O:4])([CH3:53])[CH3:52])([CH3:43])([CH3:41])[CH3:42]. The yield is 0.930. (6) The reactants are [CH2:1]([C:3]1[N:4]([C:28]2[CH:33]=[CH:32][C:31]([OH:34])=[CH:30][CH:29]=2)[C:5](=[O:27])[C:6]([CH2:12][C:13]2[CH:18]=[CH:17][C:16]([C:19]3[C:20]([C:25]#[N:26])=[CH:21][CH:22]=[CH:23][CH:24]=3)=[CH:15][CH:14]=2)=[C:7]([CH2:9][CH2:10][CH3:11])[N:8]=1)[CH3:2].[CH:35]12[O:40][CH:39]1[CH2:38][CH2:37][CH2:36]2.C(=O)([O-])[O-].[Cs+].[Cs+]. The catalyst is CN(C)C(=O)C. The product is [CH2:1]([C:3]1[N:4]([C:28]2[CH:33]=[CH:32][C:31]([O:34][CH:38]3[CH2:37][CH2:36][CH2:35][C@H:39]3[OH:40])=[CH:30][CH:29]=2)[C:5](=[O:27])[C:6]([CH2:12][C:13]2[CH:18]=[CH:17][C:16]([C:19]3[C:20]([C:25]#[N:26])=[CH:21][CH:22]=[CH:23][CH:24]=3)=[CH:15][CH:14]=2)=[C:7]([CH2:9][CH2:10][CH3:11])[N:8]=1)[CH3:2]. The yield is 0.500. (7) The reactants are [N+:1]([C:4]([CH2:31]CCC)=[CH:5][C:6]1[CH:18]=[CH:17][C:9]([C:10]([O:12][C:13]([CH3:16])([CH3:15])[CH3:14])=[O:11])=[CH:8][C:7]=1[C:19]([N:21]1[CH2:30][CH2:29][C:28]2[C:23](=[CH:24][CH:25]=[CH:26][CH:27]=2)[CH2:22]1)=[O:20])([O-:3])=[O:2].OC(C1C=CC(C(OC(C)(C)C)=O)=CC=1C(N1CCC2C(=CC=CC=2)C1)=O)C([N+]([O-])=O)C. No catalyst specified. The product is [N+:1]([C:4]([CH3:31])=[CH:5][C:6]1[CH:18]=[CH:17][C:9]([C:10]([O:12][C:13]([CH3:16])([CH3:15])[CH3:14])=[O:11])=[CH:8][C:7]=1[C:19]([N:21]1[CH2:30][CH2:29][C:28]2[C:23](=[CH:24][CH:25]=[CH:26][CH:27]=2)[CH2:22]1)=[O:20])([O-:3])=[O:2]. The yield is 0.710.